This data is from Catalyst prediction with 721,799 reactions and 888 catalyst types from USPTO. The task is: Predict which catalyst facilitates the given reaction. Reactant: [F:1][C:2]([F:13])([F:12])[O:3][C:4]1[CH:11]=[CH:10][C:7]([CH:8]=O)=[CH:6][CH:5]=1.[C:14]([O:18][C:19](=[O:24])[NH:20][CH2:21][CH2:22][NH2:23])([CH3:17])([CH3:16])[CH3:15].C(O[BH-](OC(=O)C)OC(=O)C)(=O)C.[Na+]. Product: [C:14]([O:18][C:19](=[O:24])[NH:20][CH2:21][CH2:22][NH:23][CH2:8][C:7]1[CH:10]=[CH:11][C:4]([O:3][C:2]([F:13])([F:12])[F:1])=[CH:5][CH:6]=1)([CH3:17])([CH3:15])[CH3:16]. The catalyst class is: 2.